Dataset: Catalyst prediction with 721,799 reactions and 888 catalyst types from USPTO. Task: Predict which catalyst facilitates the given reaction. (1) Reactant: [Cl:1][C:2]1[CH:7]=[C:6]2[NH:8][C:9](=[O:40])[C:10]3([CH:15]([C:16]4[CH:21]=[C:20]([Cl:22])[CH:19]=[CH:18][C:17]=4[O:23][C:24]4([C:28](O)=[O:29])[CH2:27][CH2:26][CH2:25]4)[CH2:14][C:13](=[O:31])[NH:12][CH:11]3[C:32]3[CH:37]=[C:36]([F:38])[CH:35]=[CH:34][C:33]=3[CH3:39])[C:5]2=[CH:4][CH:3]=1.C1N=CN(C(N2C=NC=C2)=O)C=1.[F:53][C:54]1[CH:59]=[CH:58][C:57]([S:60]([NH2:63])(=[O:62])=[O:61])=[CH:56][CH:55]=1.[H-].[Na+]. Product: [Cl:1][C:2]1[CH:7]=[C:6]2[NH:8][C:9](=[O:40])[C:10]3([CH:15]([C:16]4[CH:21]=[C:20]([Cl:22])[CH:19]=[CH:18][C:17]=4[O:23][C:24]4([C:28]([NH:63][S:60]([C:57]5[CH:56]=[CH:55][C:54]([F:53])=[CH:59][CH:58]=5)(=[O:61])=[O:62])=[O:29])[CH2:27][CH2:26][CH2:25]4)[CH2:14][C:13](=[O:31])[NH:12][CH:11]3[C:32]3[CH:37]=[C:36]([F:38])[CH:35]=[CH:34][C:33]=3[CH3:39])[C:5]2=[CH:4][CH:3]=1. The catalyst class is: 3. (2) Reactant: Cl[C:2]1[C:7]([N+:8]([O-:10])=[O:9])=[CH:6][C:5]([N+:11]([O-:13])=[O:12])=[CH:4][C:3]=1[C:14]([F:17])([F:16])[F:15].[CH2:18]([N:20]1[CH2:25][CH2:24][NH:23][CH2:22][CH2:21]1)[CH3:19].O. Product: [CH2:18]([N:20]1[CH2:25][CH2:24][N:23]([C:2]2[C:3]([C:14]([F:17])([F:16])[F:15])=[CH:4][C:5]([N+:11]([O-:13])=[O:12])=[CH:6][C:7]=2[N+:8]([O-:10])=[O:9])[CH2:22][CH2:21]1)[CH3:19]. The catalyst class is: 4. (3) Reactant: [OH:1][CH2:2][CH:3]([C:17]1[S:18][CH:19]=[CH:20][CH:21]=1)[C:4]([O:6][CH2:7][C:8]1[C:13]([CH3:14])=[CH:12][C:11]([CH3:15])=[CH:10][C:9]=1[CH3:16])=[O:5].N1C=CC=CC=1.[C:28](OC(=O)C)(=[O:30])[CH3:29]. Product: [C:28]([O:1][CH2:2][CH:3]([C:17]1[S:18][CH:19]=[CH:20][CH:21]=1)[C:4]([O:6][CH2:7][C:8]1[C:9]([CH3:16])=[CH:10][C:11]([CH3:15])=[CH:12][C:13]=1[CH3:14])=[O:5])(=[O:30])[CH3:29]. The catalyst class is: 526. (4) Reactant: [Cl:1][C:2]1[CH:30]=[CH:29][CH:28]=[C:27]([Cl:31])[C:3]=1[C:4]([NH:6][C@H:7]([C:23]([O:25]C)=[O:24])[CH2:8][C:9]1[CH:14]=[CH:13][C:12](OS(C(F)(F)F)(=O)=O)=[CH:11][CH:10]=1)=[O:5].C(=O)([O-])[O-].[K+].[K+].CC1(C)C(C)(C)OB([C:46]2[CH2:47][CH2:48][O:49][CH2:50][CH:51]=2)O1. Product: [Cl:1][C:2]1[CH:30]=[CH:29][CH:28]=[C:27]([Cl:31])[C:3]=1[C:4]([NH:6][C@H:7]([C:23]([OH:25])=[O:24])[CH2:8][C:9]1[CH:14]=[CH:13][C:12]([C:46]2[CH2:47][CH2:48][O:49][CH2:50][CH:51]=2)=[CH:11][CH:10]=1)=[O:5]. The catalyst class is: 3. (5) Reactant: [Si:1]([O:8][C:9]1[CH:14]=[CH:13][C:12]([C:15]2[C:16]([NH2:35])=[N:17][CH:18]=[C:19]([C:21]3[CH:26]=[CH:25][C:24]([O:27][Si:28]([C:31]([CH3:34])([CH3:33])[CH3:32])([CH3:30])[CH3:29])=[CH:23][CH:22]=3)[N:20]=2)=[CH:11][CH:10]=1)([C:4]([CH3:7])([CH3:6])[CH3:5])([CH3:3])[CH3:2].[Si:36]([O:43][C:44]1[CH:49]=[CH:48][C:47]([CH2:50][C:51](Cl)=[O:52])=[CH:46][CH:45]=1)([C:39]([CH3:42])([CH3:41])[CH3:40])([CH3:38])[CH3:37].O. Product: [Si:1]([O:8][C:9]1[CH:10]=[CH:11][C:12]([C:15]2[C:16]([NH:35][C:51](=[O:52])[CH2:50][C:47]3[CH:46]=[CH:45][C:44]([O:43][Si:36]([C:39]([CH3:41])([CH3:40])[CH3:42])([CH3:37])[CH3:38])=[CH:49][CH:48]=3)=[N:17][CH:18]=[C:19]([C:21]3[CH:22]=[CH:23][C:24]([O:27][Si:28]([C:31]([CH3:34])([CH3:33])[CH3:32])([CH3:29])[CH3:30])=[CH:25][CH:26]=3)[N:20]=2)=[CH:13][CH:14]=1)([C:4]([CH3:7])([CH3:5])[CH3:6])([CH3:3])[CH3:2]. The catalyst class is: 341.